From a dataset of Forward reaction prediction with 1.9M reactions from USPTO patents (1976-2016). Predict the product of the given reaction. (1) Given the reactants S(Cl)(Cl)=O.C1(C)C=CC=CC=1.[C:12]([C:15]1[CH:20]=[CH:19][CH:18]=[C:17]([C:21]([O:23][CH3:24])=[O:22])[N:16]=1)([OH:14])=O.[F:25][C:26]([F:37])([F:36])[O:27][C:28]1[CH:33]=[CH:32][C:31]([C:34]#[CH:35])=[CH:30][CH:29]=1, predict the reaction product. The product is: [O:14]=[C:12]([C:15]1[N:16]=[C:17]([C:21]([O:23][CH3:24])=[O:22])[CH:18]=[CH:19][CH:20]=1)[C:35]#[C:34][C:31]1[CH:30]=[CH:29][C:28]([O:27][C:26]([F:25])([F:36])[F:37])=[CH:33][CH:32]=1. (2) The product is: [CH3:8][N:6]([CH3:7])[CH2:5]/[CH:4]=[CH:37]/[C:36]([NH:35][C:33]1[N:32]=[CH:31][C:27]2[N:28]=[CH:29][N:30]=[C:25]([NH:24][C:19]3[CH:20]=[CH:21][C:22]([F:23])=[C:17]([C:15]#[CH:16])[CH:18]=3)[C:26]=2[CH:34]=1)=[O:46]. Given the reactants C(O[CH:4](OCC)[CH2:5][N:6]([CH3:8])[CH3:7])C.Cl.[OH-].[K+].[C:15]([C:17]1[CH:18]=[C:19]([NH:24][C:25]2[C:26]3[CH:34]=[C:33]([NH:35][C:36](=[O:46])[CH2:37]P(=O)(OCC)OCC)[N:32]=[CH:31][C:27]=3[N:28]=[CH:29][N:30]=2)[CH:20]=[CH:21][C:22]=1[F:23])#[CH:16].[Li+].[Cl-], predict the reaction product. (3) Given the reactants C(=O)([O-])[O-].[K+].[K+].[CH2:7]([C:9]1[N:18]=[C:17]([CH2:19][CH3:20])[CH:16]=[C:15]2[C:10]=1[CH:11]=[CH:12][C:13](=[O:21])[NH:14]2)[CH3:8].[Br:22][C:23]1[CH:34]=[CH:33][C:26]([CH2:27]OS(C)(=O)=O)=[CH:25][C:24]=1[CH3:35].O, predict the reaction product. The product is: [Br:22][C:23]1[CH:34]=[CH:33][C:26]([CH2:27][N:14]2[C:15]3[C:10](=[C:9]([CH2:7][CH3:8])[N:18]=[C:17]([CH2:19][CH3:20])[CH:16]=3)[CH:11]=[CH:12][C:13]2=[O:21])=[CH:25][C:24]=1[CH3:35]. (4) Given the reactants [F:1][CH2:2][C:3]([CH2:5][F:6])=[O:4].[F:7][C:8]1[CH:9]=[CH:10][C:11](O)=[C:12]([C:14](=[O:16])[CH3:15])[CH:13]=1.N1CCCC1, predict the reaction product. The product is: [F:7][C:8]1[CH:13]=[C:12]2[C:11](=[CH:10][CH:9]=1)[O:4][C:3]([CH2:5][F:6])([CH2:2][F:1])[CH2:15][C:14]2=[O:16]. (5) Given the reactants N[C:2]1[CH:3]=[C:4]([N:12]2[CH2:17][CH2:16][N:15]([C:18]([C:20]3[C:21]([C:26]4[CH:31]=[CH:30][CH:29]=[CH:28][C:27]=4[O:32][CH3:33])=[N:22][O:23][C:24]=3[CH3:25])=[O:19])[CH2:14][CH2:13]2)[C:5]([Br:11])=[N:6][C:7]=1[N+:8]([O-:10])=[O:9].[H+].[B-](F)(F)(F)F.N(OCCC(C)C)=O.O[PH2]=O, predict the reaction product. The product is: [Br:11][C:5]1[C:4]([N:12]2[CH2:13][CH2:14][N:15]([C:18]([C:20]3[C:21]([C:26]4[CH:31]=[CH:30][CH:29]=[CH:28][C:27]=4[O:32][CH3:33])=[N:22][O:23][C:24]=3[CH3:25])=[O:19])[CH2:16][CH2:17]2)=[CH:3][CH:2]=[C:7]([N+:8]([O-:10])=[O:9])[N:6]=1. (6) Given the reactants [N:1]([CH2:4][C@H:5]1[O:11][CH:9]([OH:10])[C@@H:8]([NH:12][C:13](=[O:15])[CH3:14])[C@@H:7]([OH:16])[C@@H:6]1[NH:17][C:18](=[O:20])[CH3:19])=[N+:2]=[N-:3].[C:21]([CH2:26]C(O)=O)([C:23]([OH:25])=[O:24])=[O:22].[OH-].[Na+].B([O-])([O-])[O-].B([O-])([O-])[O-].B([O-])([O-])[O-].B([O-])([O-])[O-].[Na+].[Na+].[Na+].[Na+].[Na+].[Na+].[Na+].[Na+].[Na+].[Na+].[Na+].[Na+], predict the reaction product. The product is: [N:1]([CH2:4][C@@H:5]([OH:11])[C@@H:6]([NH:17][C:18](=[O:20])[CH3:19])[C@H:7]([OH:16])[C@H:8]([NH:12][C:13](=[O:15])[CH3:14])[C@H:9]([OH:10])[CH2:26][C:21](=[O:22])[C:23]([OH:25])=[O:24])=[N+:2]=[N-:3]. (7) Given the reactants C([O:8][C:9]1[CH:10]=[C:11]2[C:16](=[CH:17][CH:18]=1)[C:15](=[O:19])[N:14]([CH:20]1[CH2:25][CH2:24][CH2:23][CH2:22][CH:21]1[NH:26][S:27]([CH3:30])(=[O:29])=[O:28])[CH:13]([C:31]1[CH:36]=[CH:35][C:34]([Cl:37])=[CH:33][C:32]=1[Cl:38])[CH:12]2[C:39]([NH:41][O:42][CH2:43][C:44]1[CH:49]=[CH:48][CH:47]=[CH:46][N:45]=1)=[O:40])C1C=CC=CC=1.CC1C(C)=C(C)C(C)=C(C)C=1, predict the reaction product. The product is: [Cl:38][C:32]1[CH:33]=[C:34]([Cl:37])[CH:35]=[CH:36][C:31]=1[CH:13]1[CH:12]([C:39]([NH:41][O:42][CH2:43][C:44]2[CH:49]=[CH:48][CH:47]=[CH:46][N:45]=2)=[O:40])[C:11]2[C:16](=[CH:17][CH:18]=[C:9]([OH:8])[CH:10]=2)[C:15](=[O:19])[N:14]1[CH:20]1[CH2:25][CH2:24][CH2:23][CH2:22][CH:21]1[NH:26][S:27]([CH3:30])(=[O:29])=[O:28]. (8) Given the reactants C([O:8][C:9]1[C:14]2[CH:15]=[C:16]([C:18]3[N:19]=[C:20]4[N:24]([CH:25]=3)[N:23]=[C:22]([O:26][CH3:27])[S:21]4)[O:17][C:13]=2[CH:12]=[C:11]([Cl:28])[CH:10]=1)C1C=CC=CC=1.CC1C(C)=C(C)C(C)=C(C)C=1.B(Cl)(Cl)Cl.C([O-])(O)=O.[Na+], predict the reaction product. The product is: [Cl:28][C:11]1[CH:12]=[C:13]2[O:17][C:16]([C:18]3[N:19]=[C:20]4[N:24]([CH:25]=3)[N:23]=[C:22]([O:26][CH3:27])[S:21]4)=[CH:15][C:14]2=[C:9]([OH:8])[CH:10]=1. (9) Given the reactants [CH3:1][C:2]1[N:6]([CH2:7][C:8]2[CH:13]=[CH:12][CH:11]=[C:10]([C:14]([F:17])([F:16])[F:15])[C:9]=2[CH3:18])[C:5]2[CH:19]=[C:20]([N:26]3[CH2:31][CH2:30][O:29][CH2:28][CH2:27]3)[CH:21]=[C:22]([C:23]([OH:25])=[O:24])[C:4]=2[N:3]=1.O.[CH2:33]([OH:40])[C:34]([NH2:39])([CH2:37][OH:38])[CH2:35][OH:36], predict the reaction product. The product is: [CH3:1][C:2]1[N:6]([CH2:7][C:8]2[CH:13]=[CH:12][CH:11]=[C:10]([C:14]([F:16])([F:15])[F:17])[C:9]=2[CH3:18])[C:5]2[CH:19]=[C:20]([N:26]3[CH2:27][CH2:28][O:29][CH2:30][CH2:31]3)[CH:21]=[C:22]([C:23]([OH:25])=[O:24])[C:4]=2[N:3]=1.[NH2:39][C:34]([CH2:37][OH:38])([CH2:35][OH:36])[CH2:33][OH:40]. (10) Given the reactants C([NH:5][S:6]([C:9]1[S:10][C:11]([C:14]2[CH:19]=[C:18]([C:20]3[N:25]=[C:24]([C:26]4[CH:31]=[CH:30][C:29]([Cl:32])=[C:28]([CH3:33])[CH:27]=4)[CH:23]=[C:22]([C:34]([F:37])([F:36])[F:35])[N:21]=3)[CH:17]=[CH:16][N:15]=2)=[CH:12][CH:13]=1)(=[O:8])=[O:7])(C)(C)C.C(O)(C(F)(F)F)=O, predict the reaction product. The product is: [Cl:32][C:29]1[CH:30]=[CH:31][C:26]([C:24]2[CH:23]=[C:22]([C:34]([F:36])([F:37])[F:35])[N:21]=[C:20]([C:18]3[CH:17]=[CH:16][N:15]=[C:14]([C:11]4[S:10][C:9]([S:6]([NH2:5])(=[O:7])=[O:8])=[CH:13][CH:12]=4)[CH:19]=3)[N:25]=2)=[CH:27][C:28]=1[CH3:33].